Dataset: Reaction yield outcomes from USPTO patents with 853,638 reactions. Task: Predict the reaction yield, written as a fraction of the theoretical maximum amount of product (1.0 means a 100% yield; for example, 0.34 means a 34% yield). (1) The reactants are [Br:1][C:2]1[CH:29]=[CH:28][C:5]([CH2:6][C:7]2[S:8][C:9]([CH3:27])=[C:10]([CH3:26])[C:11]=2[C:12]([C:14]2[CH:19]=[CH:18][C:17]([OH:20])=[C:16]([CH:21]3[CH2:25][CH2:24][CH2:23][CH2:22]3)[CH:15]=2)=[O:13])=[CH:4][CH:3]=1.Cl[S:31]([C:34]1[CH:42]=[CH:41][C:37]([C:38]([OH:40])=[O:39])=[C:36]([OH:43])[CH:35]=1)(=[O:33])=[O:32]. No catalyst specified. The yield is 0.380. The product is [Br:1][C:2]1[CH:29]=[CH:28][C:5]([CH2:6][C:7]2[S:8][C:9]([CH3:27])=[C:10]([CH3:26])[C:11]=2[C:12]([C:14]2[CH:19]=[CH:18][C:17]([O:20][S:31]([C:34]3[CH:42]=[CH:41][C:37]([C:38]([OH:40])=[O:39])=[C:36]([OH:43])[CH:35]=3)(=[O:33])=[O:32])=[C:16]([CH:21]3[CH2:25][CH2:24][CH2:23][CH2:22]3)[CH:15]=2)=[O:13])=[CH:4][CH:3]=1. (2) The reactants are [Si:1]([O:8][CH2:9][C@H:10]1[NH:14][C:13](=[O:15])[CH2:12][CH2:11]1)([C:4]([CH3:7])([CH3:6])[CH3:5])([CH3:3])[CH3:2].CC([O-])(C)C.[K+].[CH:22]1[CH:27]=[CH:26][C:25]([CH2:28][O:29][C:30](Cl)=[O:31])=[CH:24][CH:23]=1. The yield is 0.910. The product is [Si:1]([O:8][CH2:9][C@@H:10]1[CH2:11][CH2:12][C:13](=[O:15])[N:14]1[C:30]([O:29][CH2:28][C:25]1[CH:26]=[CH:27][CH:22]=[CH:23][CH:24]=1)=[O:31])([C:4]([CH3:7])([CH3:6])[CH3:5])([CH3:3])[CH3:2]. The catalyst is C1COCC1. (3) The reactants are Br[C:2]1[CH:7]=[CH:6][C:5]([C:8]2[CH:13]=[CH:12][CH:11]=[CH:10][C:9]=2[NH:14][S:15]([CH:18]([CH3:20])[CH3:19])(=[O:17])=[O:16])=[CH:4][CH:3]=1.[B:21]1([B:21]2[O:25][C:24]([CH3:27])([CH3:26])[C:23]([CH3:29])([CH3:28])[O:22]2)[O:25][C:24]([CH3:27])([CH3:26])[C:23]([CH3:29])([CH3:28])[O:22]1.C(Cl)Cl.C([O-])(=O)C.[K+]. The catalyst is CS(C)=O.O. The product is [CH3:19][CH:18]([S:15]([NH:14][C:9]1[CH:10]=[CH:11][CH:12]=[CH:13][C:8]=1[C:5]1[CH:6]=[CH:7][C:2]([B:21]2[O:25][C:24]([CH3:27])([CH3:26])[C:23]([CH3:29])([CH3:28])[O:22]2)=[CH:3][CH:4]=1)(=[O:17])=[O:16])[CH3:20]. The yield is 0.900. (4) The reactants are [CH3:1][C:2]1([CH3:28])[C:14]2[CH:13]=[C:12]([C:15]3[C:20]4[S:21][C:22]5[CH:27]=[CH:26][CH:25]=[CH:24][C:23]=5[C:19]=4[CH:18]=[CH:17][CH:16]=3)[CH:11]=[CH:10][C:9]=2[C:8]2[C:3]1=[CH:4][CH:5]=[CH:6][CH:7]=2.C([Li])(CC)C.C(O[B:38]1[O:42][C:41]([CH3:44])([CH3:43])[C:40]([CH3:46])([CH3:45])[O:39]1)(C)C. The catalyst is C1COCC1.C1CCCCC1. The product is [CH3:1][C:2]1([CH3:28])[C:14]2[CH:13]=[C:12]([C:15]3[C:20]4[S:21][C:22]5[C:27]([B:38]6[O:42][C:41]([CH3:44])([CH3:43])[C:40]([CH3:46])([CH3:45])[O:39]6)=[CH:26][CH:25]=[CH:24][C:23]=5[C:19]=4[CH:18]=[CH:17][CH:16]=3)[CH:11]=[CH:10][C:9]=2[C:8]2[C:3]1=[CH:4][CH:5]=[CH:6][CH:7]=2. The yield is 0.655. (5) The reactants are [CH2:1]([O:8][CH2:9][C@@H:10]1[O:15][CH2:14][CH2:13][NH:12][CH2:11]1)[C:2]1[CH:7]=[CH:6][CH:5]=[CH:4][CH:3]=1.C([O-])([O-])=O.[K+].[K+].[CH3:22][C:23]([O:26][C:27](O[C:27]([O:26][C:23]([CH3:25])([CH3:24])[CH3:22])=[O:28])=[O:28])([CH3:25])[CH3:24]. The catalyst is CC(C)=O.O. The product is [CH2:1]([O:8][CH2:9][C@@H:10]1[O:15][CH2:14][CH2:13][N:12]([C:27]([O:26][C:23]([CH3:25])([CH3:24])[CH3:22])=[O:28])[CH2:11]1)[C:2]1[CH:3]=[CH:4][CH:5]=[CH:6][CH:7]=1. The yield is 0.440. (6) The reactants are [Br:1]Br.[F:3][C:4]1[C:5](NN)=[N:6][C:7]([F:10])=[CH:8][CH:9]=1.C([O-])(O)=O.[Na+].C(Cl)Cl. The catalyst is C(Cl)(Cl)Cl. The product is [Br:1][C:5]1[C:4]([F:3])=[CH:9][CH:8]=[C:7]([F:10])[N:6]=1. The yield is 0.880.